From a dataset of HIV replication inhibition screening data with 41,000+ compounds from the AIDS Antiviral Screen. Binary Classification. Given a drug SMILES string, predict its activity (active/inactive) in a high-throughput screening assay against a specified biological target. (1) The drug is CC(C)(C)[Si](C)(C)OCC1OC(n2ccc(=O)[nH]c2=O)C(O[Si](C)(C)C(C)(C)C)C12NC(C(N)=O)CS2=O. The result is 0 (inactive). (2) The molecule is O=C1CC(=O)N(CCc2ccccn2)C(=O)N1CCc1ccccn1. The result is 0 (inactive). (3) The molecule is Cc1ccc(C)c(NC(=O)C(=O)C2C(=N)NN(c3ccccc3)C2=O)c1. The result is 0 (inactive). (4) The molecule is Cc1cc(=O)n(C=CC(=O)O)c2ccccc12. The result is 0 (inactive).